This data is from Catalyst prediction with 721,799 reactions and 888 catalyst types from USPTO. The task is: Predict which catalyst facilitates the given reaction. (1) Reactant: [O:1]=[C:2]1[CH2:11][C:10]2=[CH:12][N:13]([CH2:14][C:15]([O:17]CC)=[O:16])[C:8]3[C:9]2=[C:4]([CH:5]=[CH:6][CH:7]=3)[NH:3]1.[OH-].[Li+:21].Cl. Product: [O:1]=[C:2]1[CH2:11][C:10]2=[CH:12][N:13]([CH2:14][C:15]([O-:17])=[O:16])[C:8]3[C:9]2=[C:4]([CH:5]=[CH:6][CH:7]=3)[NH:3]1.[Li+:21]. The catalyst class is: 40. (2) Reactant: Br[C:2]1[CH:3]=[CH:4][C:5]([F:23])=[C:6]([C:8]([NH:11][C:12](=[O:22])[O:13][CH:14]2[CH:19]3[CH2:20][CH2:21][N:16]([CH2:17][CH2:18]3)[CH2:15]2)([CH3:10])[CH3:9])[CH:7]=1.[C:24]1(B(O)O)[CH:29]=[CH:28][CH:27]=[CH:26][CH:25]=1. Product: [F:23][C:5]1[CH:4]=[CH:3][C:2]([C:24]2[CH:29]=[CH:28][CH:27]=[CH:26][CH:25]=2)=[CH:7][C:6]=1[C:8]([NH:11][C:12](=[O:22])[O:13][CH:14]1[CH:19]2[CH2:20][CH2:21][N:16]([CH2:17][CH2:18]2)[CH2:15]1)([CH3:10])[CH3:9]. The catalyst class is: 167.